This data is from NCI-60 drug combinations with 297,098 pairs across 59 cell lines. The task is: Regression. Given two drug SMILES strings and cell line genomic features, predict the synergy score measuring deviation from expected non-interaction effect. (1) Drug 1: C1=NNC2=C1C(=O)NC=N2. Drug 2: CC1=C(C(=O)C2=C(C1=O)N3CC4C(C3(C2COC(=O)N)OC)N4)N. Cell line: SF-539. Synergy scores: CSS=55.1, Synergy_ZIP=6.13, Synergy_Bliss=3.52, Synergy_Loewe=-35.3, Synergy_HSA=4.71. (2) Drug 1: CN(C)C1=NC(=NC(=N1)N(C)C)N(C)C. Drug 2: N.N.Cl[Pt+2]Cl. Cell line: CAKI-1. Synergy scores: CSS=4.38, Synergy_ZIP=3.01, Synergy_Bliss=-0.148, Synergy_Loewe=2.48, Synergy_HSA=2.23. (3) Drug 1: C1=NC2=C(N=C(N=C2N1C3C(C(C(O3)CO)O)O)F)N. Drug 2: CS(=O)(=O)CCNCC1=CC=C(O1)C2=CC3=C(C=C2)N=CN=C3NC4=CC(=C(C=C4)OCC5=CC(=CC=C5)F)Cl. Cell line: HCT116. Synergy scores: CSS=0.874, Synergy_ZIP=-1.06, Synergy_Bliss=-3.46, Synergy_Loewe=-7.06, Synergy_HSA=-4.29.